This data is from Merck oncology drug combination screen with 23,052 pairs across 39 cell lines. The task is: Regression. Given two drug SMILES strings and cell line genomic features, predict the synergy score measuring deviation from expected non-interaction effect. (1) Drug 1: CC(=O)OC1C(=O)C2(C)C(O)CC3OCC3(OC(C)=O)C2C(OC(=O)c2ccccc2)C2(O)CC(OC(=O)C(O)C(NC(=O)c3ccccc3)c3ccccc3)C(C)=C1C2(C)C. Drug 2: C=CCn1c(=O)c2cnc(Nc3ccc(N4CCN(C)CC4)cc3)nc2n1-c1cccc(C(C)(C)O)n1. Cell line: NCIH23. Synergy scores: synergy=-3.25. (2) Drug 1: O=c1[nH]cc(F)c(=O)[nH]1. Drug 2: O=C(NOCC(O)CO)c1ccc(F)c(F)c1Nc1ccc(I)cc1F. Cell line: OV90. Synergy scores: synergy=-6.57.